Dataset: Peptide-MHC class II binding affinity with 134,281 pairs from IEDB. Task: Regression. Given a peptide amino acid sequence and an MHC pseudo amino acid sequence, predict their binding affinity value. This is MHC class II binding data. (1) The MHC is DRB1_0405 with pseudo-sequence DRB1_0405. The peptide sequence is SEELRSLYNTVATLYCVHQ. The binding affinity (normalized) is 0.442. (2) The peptide sequence is EDTNIYNSNEAFKVE. The MHC is DRB1_0301 with pseudo-sequence DRB1_0301. The binding affinity (normalized) is 0.485.